Dataset: Catalyst prediction with 721,799 reactions and 888 catalyst types from USPTO. Task: Predict which catalyst facilitates the given reaction. Reactant: [CH:1](NC(C)C)(C)C.[Li].[Cl:9][C:10]1[CH:11]=[N:12][CH:13]=[C:14]([Cl:16])[CH:15]=1.IC. Product: [Cl:9][C:10]1[CH:11]=[N:12][CH:13]=[C:14]([Cl:16])[C:15]=1[CH3:1]. The catalyst class is: 188.